From a dataset of Peptide-MHC class II binding affinity with 134,281 pairs from IEDB. Regression. Given a peptide amino acid sequence and an MHC pseudo amino acid sequence, predict their binding affinity value. This is MHC class II binding data. (1) The binding affinity (normalized) is 0.442. The peptide sequence is GSDPKKLVLNIKYTRPGDSL. The MHC is DRB1_0901 with pseudo-sequence DRB1_0901. (2) The peptide sequence is PKSMVFTAQGADDIR. The MHC is DRB1_0101 with pseudo-sequence DRB1_0101. The binding affinity (normalized) is 0.599.